From a dataset of NCI-60 drug combinations with 297,098 pairs across 59 cell lines. Regression. Given two drug SMILES strings and cell line genomic features, predict the synergy score measuring deviation from expected non-interaction effect. (1) Drug 1: COC1=C(C=C2C(=C1)N=CN=C2NC3=CC(=C(C=C3)F)Cl)OCCCN4CCOCC4. Drug 2: CN(C)N=NC1=C(NC=N1)C(=O)N. Synergy scores: CSS=10.4, Synergy_ZIP=-4.36, Synergy_Bliss=-4.93, Synergy_Loewe=-38.7, Synergy_HSA=-5.98. Cell line: BT-549. (2) Drug 1: CC12CCC3C(C1CCC2=O)CC(=C)C4=CC(=O)C=CC34C. Drug 2: C(CN)CNCCSP(=O)(O)O. Cell line: HT29. Synergy scores: CSS=4.54, Synergy_ZIP=-14.9, Synergy_Bliss=-25.6, Synergy_Loewe=-40.3, Synergy_HSA=-24.5. (3) Drug 1: CCC1=CC2CC(C3=C(CN(C2)C1)C4=CC=CC=C4N3)(C5=C(C=C6C(=C5)C78CCN9C7C(C=CC9)(C(C(C8N6C)(C(=O)OC)O)OC(=O)C)CC)OC)C(=O)OC.C(C(C(=O)O)O)(C(=O)O)O. Drug 2: C1=NC2=C(N1)C(=S)N=CN2. Cell line: IGROV1. Synergy scores: CSS=30.7, Synergy_ZIP=-7.03, Synergy_Bliss=-1.02, Synergy_Loewe=-27.2, Synergy_HSA=-0.927.